Dataset: Full USPTO retrosynthesis dataset with 1.9M reactions from patents (1976-2016). Task: Predict the reactants needed to synthesize the given product. Given the product [Br:1][C:2]1[CH:3]=[CH:4][C:5]([CH2:6][N:7]2[C:12](=[O:13])[C:11]([C:14]([NH:16][CH2:17][C:18]([OH:20])=[O:19])=[O:15])=[C:10]([OH:25])[C:9]3[CH2:26][S:27][CH2:28][C:8]2=3)=[CH:29][CH:30]=1, predict the reactants needed to synthesize it. The reactants are: [Br:1][C:2]1[CH:30]=[CH:29][C:5]([CH2:6][N:7]2[C:12](=[O:13])[C:11]([C:14]([NH:16][CH2:17][C:18]([O:20]C(C)(C)C)=[O:19])=[O:15])=[C:10]([OH:25])[C:9]3[CH2:26][S:27][CH2:28][C:8]2=3)=[CH:4][CH:3]=1.C(O)(C(F)(F)F)=O.